Task: Predict the product of the given reaction.. Dataset: Forward reaction prediction with 1.9M reactions from USPTO patents (1976-2016) The product is: [C:39]([CH:37]([CH:35]([C:34]([OH:43])=[O:42])[OH:36])[OH:38])([OH:41])=[O:40].[Cl:33][CH2:32][CH2:31][N:4]([CH2:3][CH2:2][Cl:1])[P:5]([N:24]([CH2:28][CH2:29][Cl:30])[CH2:25][CH2:26][Cl:27])(=[O:23])[O:6][CH2:7][CH2:8][S:9]([CH2:12][C:13](=[O:22])[NH:14][CH2:15][C:16]1[CH:17]=[N:18][CH:19]=[CH:20][CH:21]=1)(=[O:10])=[O:11]. Given the reactants [Cl:1][CH2:2][CH2:3][N:4]([CH2:31][CH2:32][Cl:33])[P:5]([N:24]([CH2:28][CH2:29][Cl:30])[CH2:25][CH2:26][Cl:27])(=[O:23])[O:6][CH2:7][CH2:8][S:9]([CH2:12][C:13](=[O:22])[NH:14][CH2:15][C:16]1[CH:17]=[N:18][CH:19]=[CH:20][CH:21]=1)(=[O:11])=[O:10].[C:34]([OH:43])(=[O:42])[CH:35]([CH:37]([C:39]([OH:41])=[O:40])[OH:38])[OH:36].C(O)C.C(OCC)C, predict the reaction product.